Dataset: Full USPTO retrosynthesis dataset with 1.9M reactions from patents (1976-2016). Task: Predict the reactants needed to synthesize the given product. (1) Given the product [OH:28][NH:27][C:25](=[O:26])[C@:24]([CH3:39])([S:35]([CH3:38])(=[O:37])=[O:36])[CH2:23][CH2:22][N:19]1[CH:20]=[CH:21][C:16]([C:13]2[CH:12]=[CH:11][C:10]([O:9][CH:6]3[CH2:5][CH2:4][CH:3]([OH:2])[CH2:8][CH2:7]3)=[CH:15][CH:14]=2)=[CH:17][C:18]1=[O:40], predict the reactants needed to synthesize it. The reactants are: Cl.[OH:2][CH:3]1[CH2:8][CH2:7][CH:6]([O:9][C:10]2[CH:15]=[CH:14][C:13]([C:16]3[CH:21]=[CH:20][N:19]([CH2:22][CH2:23][C@@:24]([CH3:39])([S:35]([CH3:38])(=[O:37])=[O:36])[C:25]([NH:27][O:28]C4CCCCO4)=[O:26])[C:18](=[O:40])[CH:17]=3)=[CH:12][CH:11]=2)[CH2:5][CH2:4]1. (2) Given the product [Cl:1][C:2]1[CH:3]=[N:4][C:5]2[CH:6]([OH:11])[CH2:7][CH2:8][C:9]=2[CH:10]=1, predict the reactants needed to synthesize it. The reactants are: [Cl:1][C:2]1[CH:3]=[N:4][C:5]2[CH:6]([O:11]C(=O)C)[CH2:7][CH2:8][C:9]=2[CH:10]=1.[OH-].[Na+].CCCCCCC.C(OCC)(=O)C. (3) Given the product [F:12][C:13]([F:24])([F:23])[C:14]([NH:8][CH2:7][C:6]1[CH:5]=[C:4]([CH:11]=[CH:10][CH:9]=1)[NH2:1])=[O:15], predict the reactants needed to synthesize it. The reactants are: [N+:1]([C:4]1[CH:5]=[C:6]([CH:9]=[CH:10][CH:11]=1)[CH2:7][NH2:8])([O-])=O.[F:12][C:13]([F:24])([F:23])[C:14](O[C:14](=[O:15])[C:13]([F:24])([F:23])[F:12])=[O:15]. (4) The reactants are: [CH:1]1([C:4]2[N:8]([CH2:9][C:10]3[C:15]([F:16])=[CH:14][C:13]([CH:17]4[CH2:19][CH2:18]4)=[CH:12][C:11]=3[F:20])[N:7]=[C:6]([C:21]3[N:26]=[C:25]([NH2:27])[C:24]([O:28][CH3:29])=[CH:23][N:22]=3)[C:5]=2[CH3:30])[CH2:3][CH2:2]1.Cl.F[C:33]1[CH:38]=[CH:37][N:36]=[CH:35][CH:34]=1.[H-].[Na+]. Given the product [CH:1]1([C:4]2[N:8]([CH2:9][C:10]3[C:15]([F:16])=[CH:14][C:13]([CH:17]4[CH2:19][CH2:18]4)=[CH:12][C:11]=3[F:20])[N:7]=[C:6]([C:21]3[N:26]=[C:25]([NH:27][C:33]4[CH:38]=[CH:37][N:36]=[CH:35][CH:34]=4)[C:24]([O:28][CH3:29])=[CH:23][N:22]=3)[C:5]=2[CH3:30])[CH2:2][CH2:3]1, predict the reactants needed to synthesize it. (5) Given the product [N:1]1[CH:6]=[CH:5][CH:4]=[N:3][C:2]=1[O:7][C:8]1[CH:9]=[C:10]([CH:23]=[CH:24][CH:25]=1)[CH2:11][N:12]([C@@H:13]1[C:22]2[C:17](=[CH:18][CH:19]=[CH:20][CH:21]=2)[CH2:16][CH2:15][CH2:14]1)[C:32]([C:31]1[CH:26]=[C:27]([C:40]([OH:39])=[O:41])[C:28]([C:37]([OH:52])=[O:38])=[CH:29][C:30]=1[C:35]([OH:34])=[O:36])=[O:33], predict the reactants needed to synthesize it. The reactants are: [N:1]1[CH:6]=[CH:5][CH:4]=[N:3][C:2]=1[O:7][C:8]1[CH:9]=[C:10]([CH:23]=[CH:24][CH:25]=1)[CH2:11][NH:12][C@@H:13]1[C:22]2[C:17](=[CH:18][CH:19]=[CH:20][CH:21]=2)[CH2:16][CH2:15][CH2:14]1.[CH:26]1[C:31]2[C:32]([O:34][C:35](=[O:36])[C:30]=2[CH:29]=[C:28]2[C:37]([O:39][C:40](=[O:41])[C:27]=12)=[O:38])=[O:33].C(N(C(C)C)CC)(C)C.C([O-])([O-])=[O:52].[Na+].[Na+]. (6) The reactants are: [CH3:1][O:2][C:3]([C:5]1[CH:6]=[N:7][CH:8]=[CH:9][C:10]=1[C:11]1[CH2:12][CH2:13][N:14]([C:17]([O:19][C:20]([CH3:23])([CH3:22])[CH3:21])=[O:18])[CH2:15][CH:16]=1)=[O:4].[H][H]. Given the product [CH3:1][O:2][C:3]([C:5]1[CH:6]=[N:7][CH:8]=[CH:9][C:10]=1[CH:11]1[CH2:12][CH2:13][N:14]([C:17]([O:19][C:20]([CH3:23])([CH3:22])[CH3:21])=[O:18])[CH2:15][CH2:16]1)=[O:4], predict the reactants needed to synthesize it. (7) Given the product [Cl:1][C:2]1[N:3]=[C:4]([O:25][CH2:24][CH3:23])[C:5]2[O:10][C:9]3[N:11]=[C:12]([C:16]4[CH:21]=[CH:20][CH:19]=[CH:18][CH:17]=4)[CH:13]=[C:14]([CH3:15])[C:8]=3[C:6]=2[N:7]=1, predict the reactants needed to synthesize it. The reactants are: [Cl:1][C:2]1[N:3]=[C:4](Cl)[C:5]2[O:10][C:9]3[N:11]=[C:12]([C:16]4[CH:21]=[CH:20][CH:19]=[CH:18][CH:17]=4)[CH:13]=[C:14]([CH3:15])[C:8]=3[C:6]=2[N:7]=1.[CH3:23][CH2:24][O-:25].[Na+]. (8) Given the product [CH2:1]1[C:3]2([CH2:8][CH2:7][CH2:6][CH2:5][CH:4]2[CH:9]=[N:11][OH:12])[CH2:2]1, predict the reactants needed to synthesize it. The reactants are: [CH2:1]1[C:3]2([CH2:8][CH2:7][CH2:6][CH2:5][CH:4]2[CH:9]=O)[CH2:2]1.[NH2:11][OH:12].